Dataset: Forward reaction prediction with 1.9M reactions from USPTO patents (1976-2016). Task: Predict the product of the given reaction. Given the reactants [CH2:1]([O:3][C:4]([C:6]1[C:7]([OH:21])=[C:8]2C=[CH:13][N:12]([C:15]3[CH:20]=[CH:19][CH:18]=[CH:17][CH:16]=3)[C:9]2=[CH:10][N:11]=1)=[O:5])[CH3:2].C1C(=O)N([Cl:29])C(=O)C1.C(OOC(C1C=CC=CC=1)=O)(C1C=CC=CC=1)=O.[C:48]([Cl:52])(Cl)(Cl)Cl, predict the reaction product. The product is: [CH2:1]([O:3][C:4]([C:6]1[C:7]([OH:21])=[C:8]2[C:48]([Cl:52])=[CH:13][N:12]([C:15]3[CH:20]=[CH:19][CH:18]=[CH:17][CH:16]=3)[C:9]2=[C:10]([Cl:29])[N:11]=1)=[O:5])[CH3:2].